From a dataset of CYP2D6 inhibition data for predicting drug metabolism from PubChem BioAssay. Regression/Classification. Given a drug SMILES string, predict its absorption, distribution, metabolism, or excretion properties. Task type varies by dataset: regression for continuous measurements (e.g., permeability, clearance, half-life) or binary classification for categorical outcomes (e.g., BBB penetration, CYP inhibition). Dataset: cyp2d6_veith. (1) The compound is CC(=O)/C=C/c1ccc2ccccc2n1. The result is 0 (non-inhibitor). (2) The drug is CCOC(=O)C(C)Sc1ncc(OC)c(Sc2ccc(Cl)cc2)n1. The result is 0 (non-inhibitor). (3) The molecule is O=c1c(-c2ccc(F)cc2)nc2cnc(Oc3cccc(Cl)c3)nc2n1C[C@H]1CCCO1. The result is 0 (non-inhibitor). (4) The molecule is O=C(Nc1ccccc1)[C@@]12C[C@@H]1/C(=N/O)c1ccccc1O2. The result is 0 (non-inhibitor). (5) The molecule is Cc1ccc(OCCn2c(CCNC(=O)C(C)C)nc3ccccc32)cc1. The result is 0 (non-inhibitor). (6) The molecule is NC(=O)/N=C(\N)NC(=O)c1ccccc1. The result is 0 (non-inhibitor). (7) The molecule is CC(=O)N1CCC[C@@]2(CCN(c3ccccc3)C2)C1. The result is 0 (non-inhibitor). (8) The compound is O=C(NCc1cccnc1)C1CC2c3ccccc3C1c1ccccc12. The result is 0 (non-inhibitor). (9) The drug is COc1ccc2[nH]cc(CCNc3ncncc3-c3cccc(NS(C)(=O)=O)c3)c2c1. The result is 1 (inhibitor). (10) The drug is CS[C@]12C(=O)C[C@]3(C)[C@@H](CC[C@@]3(O)C(=O)CO)[C@@H]1CCC1=CC(=O)CC[C@]12C. The result is 0 (non-inhibitor).